Dataset: Forward reaction prediction with 1.9M reactions from USPTO patents (1976-2016). Task: Predict the product of the given reaction. Given the reactants [CH2:1]([O:8][CH2:9][N:10]1[C:15]2[CH:16]=[C:17](Br)[CH:18]=[CH:19][C:14]=2[O:13][CH2:12][C:11]1=[O:21])[C:2]1[CH:7]=[CH:6][CH:5]=[CH:4][CH:3]=1.[O:22]=[C:23]1[NH:27][CH2:26][C@H:25]([NH:28][C:29](=[O:35])[O:30][C:31]([CH3:34])([CH3:33])[CH3:32])[CH2:24]1.C(=O)([O-])[O-].[Cs+].[Cs+].CNCCNC, predict the reaction product. The product is: [CH2:1]([O:8][CH2:9][N:10]1[C:15]2[CH:16]=[C:17]([N:27]3[C:23](=[O:22])[CH2:24][C@@H:25]([NH:28][C:29](=[O:35])[O:30][C:31]([CH3:33])([CH3:32])[CH3:34])[CH2:26]3)[CH:18]=[CH:19][C:14]=2[O:13][CH2:12][C:11]1=[O:21])[C:2]1[CH:7]=[CH:6][CH:5]=[CH:4][CH:3]=1.